Dataset: NCI-60 drug combinations with 297,098 pairs across 59 cell lines. Task: Regression. Given two drug SMILES strings and cell line genomic features, predict the synergy score measuring deviation from expected non-interaction effect. (1) Drug 1: C1=NC(=NC(=O)N1C2C(C(C(O2)CO)O)O)N. Drug 2: CC1C(C(CC(O1)OC2CC(CC3=C2C(=C4C(=C3O)C(=O)C5=C(C4=O)C(=CC=C5)OC)O)(C(=O)CO)O)N)O.Cl. Cell line: U251. Synergy scores: CSS=42.0, Synergy_ZIP=-7.89, Synergy_Bliss=-8.68, Synergy_Loewe=-9.81, Synergy_HSA=-4.99. (2) Drug 1: CC1C(C(=O)NC(C(=O)N2CCCC2C(=O)N(CC(=O)N(C(C(=O)O1)C(C)C)C)C)C(C)C)NC(=O)C3=C4C(=C(C=C3)C)OC5=C(C(=O)C(=C(C5=N4)C(=O)NC6C(OC(=O)C(N(C(=O)CN(C(=O)C7CCCN7C(=O)C(NC6=O)C(C)C)C)C)C(C)C)C)N)C. Drug 2: C1=CN(C=N1)CC(O)(P(=O)(O)O)P(=O)(O)O. Cell line: HS 578T. Synergy scores: CSS=3.09, Synergy_ZIP=0.797, Synergy_Bliss=4.79, Synergy_Loewe=2.13, Synergy_HSA=2.89. (3) Drug 1: COC1=C(C=C2C(=C1)N=CN=C2NC3=CC(=C(C=C3)F)Cl)OCCCN4CCOCC4. Drug 2: CC(CN1CC(=O)NC(=O)C1)N2CC(=O)NC(=O)C2. Cell line: HS 578T. Synergy scores: CSS=27.6, Synergy_ZIP=-1.94, Synergy_Bliss=10.0, Synergy_Loewe=10.6, Synergy_HSA=12.1. (4) Drug 1: CC1CCC2CC(C(=CC=CC=CC(CC(C(=O)C(C(C(=CC(C(=O)CC(OC(=O)C3CCCCN3C(=O)C(=O)C1(O2)O)C(C)CC4CCC(C(C4)OC)OCCO)C)C)O)OC)C)C)C)OC. Drug 2: CC1=C(C(=O)C2=C(C1=O)N3CC4C(C3(C2COC(=O)N)OC)N4)N. Cell line: OVCAR3. Synergy scores: CSS=19.2, Synergy_ZIP=-7.35, Synergy_Bliss=-5.23, Synergy_Loewe=-2.60, Synergy_HSA=-0.793. (5) Drug 1: CC1=C(C(=CC=C1)Cl)NC(=O)C2=CN=C(S2)NC3=CC(=NC(=N3)C)N4CCN(CC4)CCO. Drug 2: C1CN(CCN1C(=O)CCBr)C(=O)CCBr. Cell line: NCIH23. Synergy scores: CSS=36.3, Synergy_ZIP=-8.75, Synergy_Bliss=1.67, Synergy_Loewe=1.37, Synergy_HSA=2.57. (6) Drug 1: CC1OCC2C(O1)C(C(C(O2)OC3C4COC(=O)C4C(C5=CC6=C(C=C35)OCO6)C7=CC(=C(C(=C7)OC)O)OC)O)O. Drug 2: C(CC(=O)O)C(=O)CN.Cl. Cell line: MDA-MB-435. Synergy scores: CSS=4.83, Synergy_ZIP=-3.02, Synergy_Bliss=-2.13, Synergy_Loewe=-8.09, Synergy_HSA=-5.06.